From a dataset of Reaction yield outcomes from USPTO patents with 853,638 reactions. Predict the reaction yield, written as a fraction of the theoretical maximum amount of product (1.0 means a 100% yield; for example, 0.34 means a 34% yield). The reactants are [F:1][C:2]1[CH:3]=[C:4]([C:10](=[O:12])[CH3:11])[CH:5]=[C:6]([F:9])[C:7]=1[OH:8].Br[CH2:14][CH2:15][CH2:16][Cl:17].C([O-])([O-])=O.[K+].[K+]. The catalyst is CC(C)=O. The product is [Cl:17][CH2:16][CH2:15][CH2:14][O:8][C:7]1[C:2]([F:1])=[CH:3][C:4]([C:10](=[O:12])[CH3:11])=[CH:5][C:6]=1[F:9]. The yield is 1.00.